This data is from Forward reaction prediction with 1.9M reactions from USPTO patents (1976-2016). The task is: Predict the product of the given reaction. Given the reactants C(N(C(C)C)CC)(C)C.[CH3:10][C@H:11]1[O:16][C@H:15]([CH3:17])[CH2:14][NH:13][CH2:12]1.[F:18][C:19]1([F:38])[CH2:22][N:21]([C:23]([C:25]2[C:29]3[CH:30]=[C:31]([CH:36]=[O:37])[C:32](F)=[C:33]([F:34])[C:28]=3[O:27][N:26]=2)=[O:24])[CH2:20]1, predict the reaction product. The product is: [F:38][C:19]1([F:18])[CH2:20][N:21]([C:23]([C:25]2[C:29]3[CH:30]=[C:31]([CH:36]=[O:37])[C:32]([N:13]4[CH2:14][C@@H:15]([CH3:17])[O:16][C@H:11]([CH3:10])[CH2:12]4)=[C:33]([F:34])[C:28]=3[O:27][N:26]=2)=[O:24])[CH2:22]1.